From a dataset of Full USPTO retrosynthesis dataset with 1.9M reactions from patents (1976-2016). Predict the reactants needed to synthesize the given product. (1) Given the product [Cl:1][C:2]1[CH:3]=[C:4]([CH3:10])[C:5]2[N:6]([C:11]([CH3:12])=[N:9][N:8]=2)[N:7]=1, predict the reactants needed to synthesize it. The reactants are: [Cl:1][C:2]1[N:7]=[N:6][C:5]([NH:8][NH2:9])=[C:4]([CH3:10])[CH:3]=1.[CH3:11][C:12](O)=O.C([O-])(O)=O.[Na+]. (2) Given the product [Cl:17][C:18]1[C:19]([O:31][CH2:32][O:33][CH3:34])=[CH:20][C:21]([O:27][CH2:28][O:29][CH3:30])=[C:22]([CH:26]=1)[C:23]([N:13]1[CH2:14][CH2:15][CH2:16][CH:12]1[C:3]1[CH:4]=[C:5]([CH:10]=[CH:11][C:2]=1[CH3:1])[C:6]([O:8][CH3:9])=[O:7])=[O:24], predict the reactants needed to synthesize it. The reactants are: [CH3:1][C:2]1[CH:11]=[CH:10][C:5]([C:6]([O:8][CH3:9])=[O:7])=[CH:4][C:3]=1[CH:12]1[CH2:16][CH2:15][CH2:14][NH:13]1.[Cl:17][C:18]1[C:19]([O:31][CH2:32][O:33][CH3:34])=[CH:20][C:21]([O:27][CH2:28][O:29][CH3:30])=[C:22]([CH:26]=1)[C:23](O)=[O:24].CN1CCOCC1.Cl.CN(C)CCCN=C=NCC.ON1C2C=CC=CC=2N=N1. (3) Given the product [NH2:11][C:4]1[CH:3]=[C:2]([F:1])[C:9]([F:10])=[CH:8][C:5]=1[C:6]#[N:7], predict the reactants needed to synthesize it. The reactants are: [F:1][C:2]1[C:9]([F:10])=[CH:8][C:5]([C:6]#[N:7])=[C:4]([N+:11]([O-])=O)[CH:3]=1.[O-]S(S([O-])=O)=O.[Na+].[Na+].CCO. (4) Given the product [CH3:11][N:12]1[CH2:17][CH2:16][N:15]([C:2]2[CH:7]=[CH:6][C:5]([N+:8]([O-:10])=[O:9])=[CH:4][CH:3]=2)[CH2:14][CH2:13]1, predict the reactants needed to synthesize it. The reactants are: Br[C:2]1[CH:7]=[CH:6][C:5]([N+:8]([O-:10])=[O:9])=[CH:4][CH:3]=1.[CH3:11][N:12]1[CH2:17][CH2:16][NH:15][CH2:14][CH2:13]1. (5) The reactants are: [CH3:1][N:2]([CH3:24])[C:3]1[N:23]=[C:6]2[CH:7]=[C:8]([NH:11][C:12]([C:14]3[N:18]([CH3:19])[N:17]=[CH:16][C:15]=3[C:20](O)=[O:21])=[O:13])[CH:9]=[CH:10][N:5]2[N:4]=1.[NH:25]1[CH2:29][CH2:28][CH2:27][CH2:26]1.CCCP(=O)=O.C(N(C(C)C)CC)(C)C. Given the product [CH3:1][N:2]([CH3:24])[C:3]1[N:23]=[C:6]2[CH:7]=[C:8]([NH:11][C:12]([C:14]3[N:18]([CH3:19])[N:17]=[CH:16][C:15]=3[C:20]([N:25]3[CH2:29][CH2:28][CH2:27][CH2:26]3)=[O:21])=[O:13])[CH:9]=[CH:10][N:5]2[N:4]=1, predict the reactants needed to synthesize it. (6) Given the product [F:19][C:20]1[CH:21]=[C:22]([CH2:26][CH2:27][C@@H:28]2[NH:29][CH2:30][CH2:31][N:32]([C:12]3[C:6]4[CH:5]=[CH:4][C:3]([CH3:2])=[CH:17][C:7]=4[NH:8][C:9]4[CH:16]=[CH:15][CH:14]=[CH:13][C:10]=4[N:11]=3)[CH2:33]2)[CH:23]=[CH:24][CH:25]=1, predict the reactants needed to synthesize it. The reactants are: Cl.[CH3:2][C:3]1[CH:4]=[C:5](N)[C:6]2[CH:12]=[N:11][C:10]3[CH:13]=[CH:14][CH:15]=[CH:16][C:9]=3[NH:8][C:7]=2[CH:17]=1.[F:19][C:20]1[CH:21]=[C:22]([CH2:26][CH2:27][C@H:28]2[CH2:33][NH:32][CH2:31][CH2:30][NH:29]2)[CH:23]=[CH:24][CH:25]=1.C(N(CC)C(C)C)(C)C.CS(C)=O. (7) Given the product [N+:11]([C:10]1[CH:9]=[C:8]2[C:4]([CH2:5][CH2:6][C:7]2=[O:14])=[CH:3][C:2]=1[CH:15]=[CH2:16])([O-:13])=[O:12], predict the reactants needed to synthesize it. The reactants are: Br[C:2]1[CH:3]=[C:4]2[C:8](=[CH:9][C:10]=1[N+:11]([O-:13])=[O:12])[C:7](=[O:14])[CH2:6][CH2:5]2.[CH2:15](OB(C=C)OCCCC)[CH2:16]CC.C([O-])([O-])=O.[Na+].[Na+]. (8) Given the product [S:12]1[C:16]([C:17]2[C:22]([Br:23])=[CH:21][N:20]=[C:19]([O:1][CH2:2][CH2:3][N:4]3[CH2:8][CH2:7][NH:6][C:5]3=[O:9])[N:18]=2)=[CH:15][C:14]2[CH:25]=[CH:26][CH:27]=[CH:28][C:13]1=2, predict the reactants needed to synthesize it. The reactants are: [OH:1][CH2:2][CH2:3][N:4]1[CH2:8][CH2:7][NH:6][C:5]1=[O:9].[H-].[Na+].[S:12]1[C:16]([C:17]2[C:22]([Br:23])=[CH:21][N:20]=[C:19](Cl)[N:18]=2)=[CH:15][C:14]2[CH:25]=[CH:26][CH:27]=[CH:28][C:13]1=2.